From a dataset of Forward reaction prediction with 1.9M reactions from USPTO patents (1976-2016). Predict the product of the given reaction. (1) Given the reactants [CH3:1][CH:2]([CH3:5])[CH2:3][OH:4].[Bi](Br)(Br)Br.O[CH:11]([C:13]1[CH:22]=[CH:21][C:16]([C:17]([O:19][CH3:20])=[O:18])=[CH:15][CH:14]=1)[CH3:12], predict the reaction product. The product is: [CH2:3]([O:4][CH:11]([C:13]1[CH:22]=[CH:21][C:16]([C:17]([O:19][CH3:20])=[O:18])=[CH:15][CH:14]=1)[CH3:12])[CH:2]([CH3:5])[CH3:1]. (2) The product is: [C:18]1(/[CH:17]=[CH:16]/[CH2:15][CH:9]([CH2:8][CH2:7][C:1]2[CH:6]=[CH:5][CH:4]=[CH:3][CH:2]=2)[C:10]([O:12][CH3:13])=[O:11])[CH:23]=[CH:22][CH:21]=[CH:20][CH:19]=1. Given the reactants [C:1]1([CH2:7][CH2:8][CH2:9][C:10]([O:12][CH3:13])=[O:11])[CH:6]=[CH:5][CH:4]=[CH:3][CH:2]=1.Br[CH2:15]/[CH:16]=[CH:17]/[C:18]1[CH:23]=[CH:22][CH:21]=[CH:20][CH:19]=1, predict the reaction product. (3) Given the reactants [NH2:1][C:2]1[N:7]=[CH:6][N:5]=[C:4]([C:8]([NH:10][CH:11]([C:13]2[CH:14]=[N:15][C:16]([O:19][CH2:20][C:21]([F:24])([F:23])[F:22])=[CH:17][CH:18]=2)[CH3:12])=[O:9])[CH:3]=1.[C:25](Cl)(=[O:28])[CH2:26][CH3:27], predict the reaction product. The product is: [C:25]([NH:1][C:2]1[N:7]=[CH:6][N:5]=[C:4]([C:8]([NH:10][CH:11]([C:13]2[CH:14]=[N:15][C:16]([O:19][CH2:20][C:21]([F:23])([F:22])[F:24])=[CH:17][CH:18]=2)[CH3:12])=[O:9])[CH:3]=1)(=[O:28])[CH2:26][CH3:27]. (4) The product is: [C:13]1([CH:19]2[CH2:21][CH:20]2[C:22]([N:24]=[C:25]=[S:26])=[O:23])[CH:18]=[CH:17][CH:16]=[CH:15][CH:14]=1.[CH3:27][O:28][C:29]1[CH:30]=[C:31]2[C:36](=[CH:37][C:38]=1[O:39][CH3:40])[N:35]=[CH:34][CH:33]=[C:32]2[O:41][C:42]1[CH:48]=[CH:47][C:45]([NH:46][C:25]([NH:24][C:22]([CH:20]2[CH2:21][CH:19]2[C:13]2[CH:18]=[CH:17][CH:16]=[CH:15][CH:14]=2)=[O:23])=[S:26])=[CH:44][C:43]=1[F:49]. Given the reactants C1(C2CC2C(Cl)=O)C=CC=CC=1.[C:13]1([CH:19]2[CH2:21][CH:20]2[C:22]([N:24]=[C:25]=[S:26])=[O:23])[CH:18]=[CH:17][CH:16]=[CH:15][CH:14]=1.[CH3:27][O:28][C:29]1[CH:30]=[C:31]2[C:36](=[CH:37][C:38]=1[O:39][CH3:40])[N:35]=[CH:34][CH:33]=[C:32]2[O:41][C:42]1[CH:48]=[CH:47][C:45]([NH2:46])=[CH:44][C:43]=1[F:49].C1(C)C=CC=CC=1, predict the reaction product. (5) Given the reactants C1(C)C=CC(S([C:10]([OH:31])([OH:30])[CH2:11][CH:12]([CH2:14][CH2:15][CH2:16][CH:17]([CH2:19][CH2:20][CH2:21][CH:22]([CH2:24][CH2:25][CH2:26][CH:27]([CH3:29])[CH3:28])[CH3:23])[CH3:18])[CH3:13])(=O)=O)=CC=1.[N-:33]=[N+:34]=[N-:35].[Na+].[N-]=[N+]=[N-], predict the reaction product. The product is: [N:33]([C:10]([OH:31])([OH:30])[CH2:11][CH:12]([CH2:14][CH2:15][CH2:16][CH:17]([CH2:19][CH2:20][CH2:21][CH:22]([CH2:24][CH2:25][CH2:26][CH:27]([CH3:29])[CH3:28])[CH3:23])[CH3:18])[CH3:13])=[N+:34]=[N-:35]. (6) Given the reactants P([O-])([O-])([O-])=O.[K+].[K+].[K+].ClCC(O)CO.O=C[C@@H]([C@H]([C@@H]([C@@H](CO)O)O)O)O.[CH:27]1[CH:32]=[N+:31]([C@@H:33]2[O:37][C@H:36]([CH2:38][O:39][P:40]([O:43][P:44]([O:47][CH2:48][C@H:49]3[O:53][C@@H:52]([N:54]4[C:58]5[N:59]=[CH:60][N:61]=[C:62]([NH2:63])[C:57]=5[N:56]=[CH:55]4)[C@H:51]([OH:64])[C@@H:50]3[OH:65])([OH:46])=[O:45])([OH:42])=[O:41])[C@@H:35]([OH:66])[C@H:34]2[OH:67])[CH:30]=[C:29]([C:68]([NH2:70])=[O:69])[CH:28]=1.C1C=[N+]([C@@H]2O[C@H](COP(OP(OC[C@H]3O[C@@H](N4C5N=CN=C(N)C=5N=C4)[C@H](OP(O)(O)=O)[C@@H]3O)(O)=O)(O)=O)[C@@H](O)[C@H]2O)C=C(C(N)=O)C=1.C1N=C(N)C2N=CN([C@@H]3O[C@H](COP(OP(OC[C@H]4O[C@@H](N5C=C(C(N)=O)CC=C5)[C@H](O)[C@@H]4O)(O)=O)(O)=O)[C@@H](O)[C@H]3OP(O)(O)=O)C=2N=1, predict the reaction product. The product is: [CH:60]1[N:61]=[C:62]([NH2:63])[C:57]2[N:56]=[CH:55][N:54]([C@@H:52]3[O:53][C@H:49]([CH2:48][O:47][P:44]([O:43][P:40]([O:39][CH2:38][C@H:36]4[O:37][C@@H:33]([N:31]5[CH:30]=[C:29]([C:68]([NH2:70])=[O:69])[CH2:28][CH:27]=[CH:32]5)[C@H:34]([OH:67])[C@@H:35]4[OH:66])([OH:42])=[O:41])([OH:46])=[O:45])[C@@H:50]([OH:65])[C@H:51]3[OH:64])[C:58]=2[N:59]=1. (7) Given the reactants [NH2:1][C@H:2]([C:6]([OH:8])=[O:7])[CH2:3][CH2:4][CH3:5].[C:9]([Cl:12])(=O)C, predict the reaction product. The product is: [ClH:12].[NH2:1][C@H:2]([C:6]([O:8][CH3:9])=[O:7])[CH2:3][CH2:4][CH3:5].